From a dataset of Full USPTO retrosynthesis dataset with 1.9M reactions from patents (1976-2016). Predict the reactants needed to synthesize the given product. (1) Given the product [F:15][C:9]1[CH:10]=[C:11]([I:14])[CH:12]=[CH:13][C:8]=1[N:7]1[C:2]([NH:29][CH3:23])=[CH:3][C:4](=[O:18])[N:5]([CH3:17])[C:6]1=[O:16], predict the reactants needed to synthesize it. The reactants are: Cl[C:2]1[N:7]([C:8]2[CH:13]=[CH:12][C:11]([I:14])=[CH:10][C:9]=2[F:15])[C:6](=[O:16])[N:5]([CH3:17])[C:4](=[O:18])[CH:3]=1.CN.FC1C=C(I)C=C[C:23]=1[N:29]1C(=O)C=C(NC)N(C)C1=O. (2) Given the product [NH2:33][S:30]([C:27]1[CH:28]=[CH:29][C:24]([C:22]#[C:23][C:10]2[CH:11]=[C:2]([Cl:1])[CH:3]=[C:4]3[C:9]=2[O:8][CH:7]([C:13]([F:16])([F:15])[F:14])[C:6]([C:17]([O:19][CH2:20][CH3:21])=[O:18])=[CH:5]3)=[CH:25][CH:26]=1)(=[O:31])=[O:32], predict the reactants needed to synthesize it. The reactants are: [Cl:1][C:2]1[CH:3]=[C:4]2[C:9](=[C:10](I)[CH:11]=1)[O:8][CH:7]([C:13]([F:16])([F:15])[F:14])[C:6]([C:17]([O:19][CH2:20][CH3:21])=[O:18])=[CH:5]2.[C:22]([C:24]1[CH:29]=[CH:28][C:27]([S:30]([NH2:33])(=[O:32])=[O:31])=[CH:26][CH:25]=1)#[CH:23].